Predict the reaction yield, written as a fraction of the theoretical maximum amount of product (1.0 means a 100% yield; for example, 0.34 means a 34% yield). From a dataset of Reaction yield outcomes from USPTO patents with 853,638 reactions. (1) The reactants are [C:1]([O:5][C:6]([N:8]1[CH2:13][CH2:12][CH:11](Br)[CH2:10][CH2:9]1)=[O:7])([CH3:4])([CH3:3])[CH3:2].[C:15]([O-:18])(=[S:17])[CH3:16].[K+].[Na+].[I-]. The catalyst is CN(C=O)C. The product is [C:1]([O:5][C:6]([N:8]1[CH2:13][CH2:12][CH:11]([S:17][C:15](=[O:18])[CH3:16])[CH2:10][CH2:9]1)=[O:7])([CH3:4])([CH3:3])[CH3:2]. The yield is 0.810. (2) The reactants are [Br-].[Br-].[Br-].[Al+3].[C:5]([Si:9]([C:44]1[CH:49]=[CH:48][CH:47]=[CH:46][CH:45]=1)([C:38]1[CH:43]=[CH:42][CH:41]=[CH:40][CH:39]=1)[O:10][CH2:11][C:12]([C:15]1[CH:19]=[C:18]([NH:20][C:21](=[O:37])[C:22]([S:25]([CH2:28][CH:29]2[CH2:34][CH2:33][CH:32]([O:35]C)[CH2:31][CH2:30]2)(=[O:27])=[O:26])([CH3:24])[CH3:23])[O:17][N:16]=1)([CH3:14])[CH3:13])([CH3:8])([CH3:7])[CH3:6]. The catalyst is C(S)C. The product is [C:5]([Si:9]([C:38]1[CH:39]=[CH:40][CH:41]=[CH:42][CH:43]=1)([C:44]1[CH:49]=[CH:48][CH:47]=[CH:46][CH:45]=1)[O:10][CH2:11][C:12]([C:15]1[CH:19]=[C:18]([NH:20][C:21](=[O:37])[C:22]([S:25]([CH2:28][CH:29]2[CH2:34][CH2:33][CH:32]([OH:35])[CH2:31][CH2:30]2)(=[O:27])=[O:26])([CH3:24])[CH3:23])[O:17][N:16]=1)([CH3:14])[CH3:13])([CH3:6])([CH3:7])[CH3:8]. The yield is 0.330. (3) The reactants are [CH2:1]([N:4]([CH2:15][CH:16](OC)[O:17]C)[C:5](=[O:14])[O:6][CH2:7][C:8]1[CH:13]=[CH:12][CH:11]=[CH:10][CH:9]=1)[CH:2]=[CH2:3].C(O)=O. The catalyst is O. The product is [CH2:1]([N:4]([CH2:15][CH:16]=[O:17])[C:5](=[O:14])[O:6][CH2:7][C:8]1[CH:13]=[CH:12][CH:11]=[CH:10][CH:9]=1)[CH:2]=[CH2:3]. The yield is 0.990. (4) The reactants are [Br:1][C:2]1[N:6]2[N:7]=[C:8](Cl)[CH:9]=[CH:10][C:5]2=[N:4][CH:3]=1.[CH3:12][O:13][CH2:14][CH2:15][NH2:16]. No catalyst specified. The product is [Br:1][C:2]1[N:6]2[N:7]=[C:8]([NH:16][CH2:15][CH2:14][O:13][CH3:12])[CH:9]=[CH:10][C:5]2=[N:4][CH:3]=1. The yield is 0.620. (5) The reactants are Cl.Cl.[CH3:3][O:4][CH2:5][CH2:6][N:7]1[CH2:11][C@@H:10]([C:12]2[CH:17]=[CH:16][CH:15]=[CH:14][CH:13]=2)[C@H:9]([NH:18][C:19]([NH:21][C:22]2[N:26]([C:27]3[CH:32]=[CH:31][CH:30]=[CH:29][CH:28]=3)[N:25]=[C:24]3[CH2:33][NH:34][CH2:35][C:23]=23)=[O:20])[CH2:8]1.CCN(C(C)C)C(C)C.C(#N)C.[C:48](O)(=[O:50])[CH3:49].CN(C(ON1N=NC2C=CC=NC1=2)=[N+](C)C)C.F[P-](F)(F)(F)(F)F. No catalyst specified. The product is [C:48]([N:34]1[CH2:35][C:23]2[C:24](=[N:25][N:26]([C:27]3[CH:32]=[CH:31][CH:30]=[CH:29][CH:28]=3)[C:22]=2[NH:21][C:19]([NH:18][C@H:9]2[C@H:10]([C:12]3[CH:17]=[CH:16][CH:15]=[CH:14][CH:13]=3)[CH2:11][N:7]([CH2:6][CH2:5][O:4][CH3:3])[CH2:8]2)=[O:20])[CH2:33]1)(=[O:50])[CH3:49]. The yield is 0.370. (6) The reactants are [CH3:1][NH:2][CH2:3][CH2:4][CH2:5][CH2:6][CH2:7][CH3:8].CCN(C(C)C)C(C)C.[N:18]([C:21]([CH3:27])([CH3:26])[CH2:22][C:23](Cl)=[O:24])=[N+:19]=[N-:20]. The catalyst is ClCCCl. The product is [N:18]([C:21]([CH3:27])([CH3:26])[CH2:22][C:23]([N:2]([CH2:3][CH2:4][CH2:5][CH2:6][CH2:7][CH3:8])[CH3:1])=[O:24])=[N+:19]=[N-:20]. The yield is 0.720. (7) The reactants are [Br:1][C:2]1[CH:16]=[CH:15][C:5]2[N:6]=[CH:7][C:8]3[C:13]([C:4]=2[CH:3]=1)=[CH:12][CH:11]=[N:10][C:9]=3Cl.[CH3:17][C:18]1[CH:24]=[CH:23][CH:22]=[CH:21][C:19]=1[NH2:20].Cl.N1C=CC=CC=1.C(OCCO)C. No catalyst specified. The product is [Br:1][C:2]1[CH:16]=[CH:15][C:5]2[N:6]=[CH:7][C:8]3[C:13]([C:4]=2[CH:3]=1)=[CH:12][CH:11]=[N:10][C:9]=3[NH:20][C:19]1[CH:21]=[CH:22][CH:23]=[CH:24][C:18]=1[CH3:17]. The yield is 0.720.